Predict the reactants needed to synthesize the given product. From a dataset of Full USPTO retrosynthesis dataset with 1.9M reactions from patents (1976-2016). (1) Given the product [ClH:26].[C:22]([C:21]1[CH:24]=[CH:25][C:18]([CH2:3][CH2:2][CH2:1][CH:4]2[CH2:5][CH2:6][NH:7][CH2:8][CH2:9]2)=[CH:19][CH:20]=1)#[N:23], predict the reactants needed to synthesize it. The reactants are: [CH2:1]([CH:4]1[CH2:9][CH2:8][N:7](C(OC(C)(C)C)=O)[CH2:6][CH2:5]1)[CH:2]=[CH2:3].Br[C:18]1[CH:25]=[CH:24][C:21]([C:22]#[N:23])=[CH:20][CH:19]=1.[ClH:26]. (2) Given the product [Cl:1][C:2]1[NH:3][C:4](=[O:15])[N:5]([CH2:9][C:10]([O:12][CH2:13][CH3:14])=[O:11])[C:6](=[O:8])[CH:7]=1, predict the reactants needed to synthesize it. The reactants are: [Cl:1][C:2]1[N:3](COCC[Si](C)(C)C)[C:4](=[O:15])[N:5]([CH2:9][C:10]([O:12][CH2:13][CH3:14])=[O:11])[C:6](=[O:8])[CH:7]=1.